This data is from Choline transporter screen with 302,306 compounds. The task is: Binary Classification. Given a drug SMILES string, predict its activity (active/inactive) in a high-throughput screening assay against a specified biological target. (1) The drug is FC(F)(F)Oc1c(c2[nH]c(cc(=O)n2)C)cccc1. The result is 0 (inactive). (2) The molecule is O1CCN(CC1)c1cc(NCCCO)c([N+]([O-])=O)cc1. The result is 0 (inactive). (3) The drug is S=C(NCc1ncccc1)Nc1cc(F)ccc1. The result is 0 (inactive). (4) The molecule is Clc1c(S(=O)(=O)Nc2cc3OCOc3cc2)cc(OCC(=O)NC2CCCCC2)c(c1)C. The result is 0 (inactive). (5) The drug is Clc1cc(C(=O)c2cn(c3ccccc3)c(=O)c(c2)C#N)c(O)cc1. The result is 0 (inactive).